From a dataset of Forward reaction prediction with 1.9M reactions from USPTO patents (1976-2016). Predict the product of the given reaction. (1) The product is: [Br:1][C:2]1[N:7]=[C:6]2[C:8]([C:11]([NH:17][CH:15]([CH3:16])[CH3:14])=[O:13])=[CH:9][NH:10][C:5]2=[N:4][CH:3]=1. Given the reactants [Br:1][C:2]1[N:7]=[C:6]2[C:8]([C:11]([OH:13])=O)=[CH:9][NH:10][C:5]2=[N:4][CH:3]=1.[CH3:14][CH:15]([NH2:17])[CH3:16].CN(C(ON1N=NC2C=CC=NC1=2)=[N+](C)C)C.F[P-](F)(F)(F)(F)F, predict the reaction product. (2) Given the reactants [F:1][CH:2]1[CH2:18][CH2:17][C@H:16]([NH:19][C:20](=O)[O:21]C(C)(C)C)[C:15]2[CH:27]=[C:11]([CH:12]=[C:13]([F:28])[CH:14]=2)[C:10]2[N:9]([CH3:29])[N:8]=[CH:7][C:6]=2[NH:5][C:4](=[O:30])[C@@H:3]1[CH3:31].Cl.O1CCOCC1.[Cl:39][C:40]1[CH:41]=[CH:42][C:43]([N:53]2[CH:57]=[C:56]([Cl:58])[N:55]=[N:54]2)=[C:44]([C:46]2[N:51]=[CH:50]N=C(O)[CH:47]=2)[CH:45]=1.CN(C(ON1N=NC2C=CC=NC1=2)=[N+](C)C)C.F[P-](F)(F)(F)(F)F.C1CCN2C(=NCCC2)CC1, predict the reaction product. The product is: [Cl:39][C:40]1[CH:41]=[CH:42][C:43]([N:53]2[CH:57]=[C:56]([Cl:58])[N:55]=[N:54]2)=[C:44]([C:46]2[N:51]=[CH:50][N:19]([C@@H:16]3[C:15]4[CH:27]=[C:11]([CH:12]=[C:13]([F:28])[CH:14]=4)[C:10]4[N:9]([CH3:29])[N:8]=[CH:7][C:6]=4[NH:5][C:4](=[O:30])[C@H:3]([CH3:31])[CH:2]([F:1])[CH2:18][CH2:17]3)[C:20](=[O:21])[CH:47]=2)[CH:45]=1.